This data is from Forward reaction prediction with 1.9M reactions from USPTO patents (1976-2016). The task is: Predict the product of the given reaction. Given the reactants [CH2:1]([N:3]=[C:4]=[O:5])[CH3:2].[CH3:6][O:7][C:8]1[CH:17]=[C:16]([O:18][CH3:19])[CH:15]=[C:14]2[C:9]=1[C:10](=[O:33])[NH:11][C:12]([C:20]1[C:25]([NH:26][CH:27]3[CH2:32][CH2:31][NH:30][CH2:29][CH2:28]3)=[CH:24][CH:23]=[CH:22][N:21]=1)=[N:13]2.C(N(CC)CC)C, predict the reaction product. The product is: [CH3:6][O:7][C:8]1[CH:17]=[C:16]([O:18][CH3:19])[CH:15]=[C:14]2[C:9]=1[C:10](=[O:33])[NH:11][C:12]([C:20]1[C:25]([NH:26][CH:27]3[CH2:32][CH2:31][N:30]([C:4]([NH:3][CH2:1][CH3:2])=[O:5])[CH2:29][CH2:28]3)=[CH:24][CH:23]=[CH:22][N:21]=1)=[N:13]2.